From a dataset of hERG Central: cardiac toxicity at 1µM, 10µM, and general inhibition. Predict hERG channel inhibition at various concentrations. (1) The drug is CCCCN(C(=O)c1ccc(S(=O)(=O)N2CCC(C)CC2)cc1)C1CCS(=O)(=O)C1. Results: hERG_inhib (hERG inhibition (general)): blocker. (2) The molecule is COCCNC(=O)COc1ccc(N(C)S(=O)(=O)c2ccc3ccccc3c2)cc1. Results: hERG_inhib (hERG inhibition (general)): blocker.